Task: Predict the product of the given reaction.. Dataset: Forward reaction prediction with 1.9M reactions from USPTO patents (1976-2016) (1) Given the reactants [F:1][C:2]1[CH:7]=[CH:6][C:5]([NH:8][C:9]2[C:10]([C:23]([OH:25])=[O:24])=[N:11][CH:12]=[C:13]([CH2:15][C:16]3[CH:21]=[CH:20][C:19]([F:22])=[CH:18][CH:17]=3)[CH:14]=2)=[CH:4][CH:3]=1.[CH3:26]N(C=O)C.C(=O)([O-])[O-].[K+].[K+].O, predict the reaction product. The product is: [F:1][C:2]1[CH:3]=[CH:4][C:5]([NH:8][C:9]2[C:10]([C:23]([O:25][CH3:26])=[O:24])=[N:11][CH:12]=[C:13]([CH2:15][C:16]3[CH:21]=[CH:20][C:19]([F:22])=[CH:18][CH:17]=3)[CH:14]=2)=[CH:6][CH:7]=1. (2) Given the reactants [NH2:1][CH:2]([CH2:12][C:13]1[CH:18]=[CH:17][CH:16]=[C:15]([C:19]([CH3:22])([CH3:21])[CH3:20])[CH:14]=1)[CH:3]([C:5]1[CH:10]=[CH:9][CH:8]=[C:7]([Cl:11])[CH:6]=1)[OH:4].[F:23][C:24]1[C:33]2[C:28](=[CH:29][CH:30]=[CH:31][CH:32]=2)[C:27]([C:34](O)=[O:35])=[CH:26][CH:25]=1.O.ON1C2C=CC=CC=2N=N1.Cl.C(N=C=NCCCN(C)C)C, predict the reaction product. The product is: [C:19]([C:15]1[CH:14]=[C:13]([CH:18]=[CH:17][CH:16]=1)[CH2:12][CH:2]([NH:1][C:34]([C:27]1[C:28]2[C:33](=[CH:32][CH:31]=[CH:30][CH:29]=2)[C:24]([F:23])=[CH:25][CH:26]=1)=[O:35])[CH:3]([C:5]1[CH:10]=[CH:9][CH:8]=[C:7]([Cl:11])[CH:6]=1)[OH:4])([CH3:22])([CH3:21])[CH3:20]. (3) Given the reactants [Cl:1][C:2]1[N:3]=[C:4]([N:14]2[CH2:19][CH2:18][O:17][CH2:16][CH2:15]2)[C:5]2[S:10][C:9]([CH2:11][NH:12][CH3:13])=[CH:8][C:6]=2[N:7]=1.[CH3:20][N:21]1[CH:25]=[C:24]([CH:26]=O)[N:23]=[CH:22]1, predict the reaction product. The product is: [Cl:1][C:2]1[N:3]=[C:4]([N:14]2[CH2:19][CH2:18][O:17][CH2:16][CH2:15]2)[C:5]2[S:10][C:9]([CH2:11][N:12]([CH3:13])[CH2:26][C:24]3[N:23]=[CH:22][N:21]([CH3:20])[CH:25]=3)=[CH:8][C:6]=2[N:7]=1. (4) Given the reactants [CH2:1]([OH:10])[C@@H:2]([C@H:4]([C@@H:6]([CH2:8][OH:9])[OH:7])[OH:5])[OH:3].O=C[C@@H]([C@H]([C@@H]([C@@H](CO)O)O)O)O, predict the reaction product. The product is: [CH2:8]([OH:9])[C@@H:6]([OH:7])[CH:4]([OH:5])[C@H:2]([OH:3])[CH2:1][OH:10].